Dataset: Catalyst prediction with 721,799 reactions and 888 catalyst types from USPTO. Task: Predict which catalyst facilitates the given reaction. (1) Reactant: [CH2:1]([O:8][C:9]1[CH:18]=[CH:17][CH:16]=[C:15]2[C:10]=1[CH:11]=[CH:12][N:13]=[CH:14]2)[C:2]1[CH:7]=[CH:6][CH:5]=[CH:4][CH:3]=1.CC([O-])=O.[Na+].[Br:24]Br.C([O-])([O-])=O.[K+].[K+]. Product: [CH2:1]([O:8][C:9]1[CH:18]=[CH:17][C:16]([Br:24])=[C:15]2[C:10]=1[CH:11]=[CH:12][N:13]=[CH:14]2)[C:2]1[CH:3]=[CH:4][CH:5]=[CH:6][CH:7]=1. The catalyst class is: 52. (2) Reactant: [O-:1][CH2:2][CH3:3].[Na+].Cl[C:6]1[N:19]=[C:18]([O:20][CH2:21][C:22]([F:25])([F:24])[F:23])[CH:17]=[CH:16][C:7]=1[C:8]([O:10][CH2:11][C:12](F)(F)F)=[O:9].O. Product: [CH2:2]([O:1][C:6]1[N:19]=[C:18]([O:20][CH2:21][C:22]([F:25])([F:23])[F:24])[CH:17]=[CH:16][C:7]=1[C:8]([O:10][CH2:11][CH3:12])=[O:9])[CH3:3]. The catalyst class is: 7.